The task is: Predict the product of the given reaction.. This data is from Forward reaction prediction with 1.9M reactions from USPTO patents (1976-2016). (1) Given the reactants CN1CCN(C2C=CC(N[CH:15]=[C:16]3[C:24]4[C:19](=[CH:20][C:21]([C:25]([C:27]5[CH:28]=[C:29]([NH:33][C:34]([C:36]6[C:40]([Cl:41])=[CH:39][N:38]([CH2:42][CH3:43])[N:37]=6)=[O:35])[CH:30]=[CH:31][CH:32]=5)=[O:26])=[CH:22][CH:23]=4)[NH:18][C:17]3=[O:44])=CC=2)CC1.C1COCC1.[NH2:50][C:51]1[CH:56]=[CH:55][C:54]([CH2:57][CH2:58][CH2:59][C:60]([OH:62])=[O:61])=[CH:53][CH:52]=1, predict the reaction product. The product is: [Cl:41][C:40]1[C:36]([C:34]([NH:33][C:29]2[CH:28]=[C:27]([CH:32]=[CH:31][CH:30]=2)[C:25]([C:21]2[CH:20]=[C:19]3[C:24]([C:16](=[CH:15][NH:50][C:51]4[CH:52]=[CH:53][C:54]([CH2:57][CH2:58][CH2:59][C:60]([OH:62])=[O:61])=[CH:55][CH:56]=4)[C:17](=[O:44])[NH:18]3)=[CH:23][CH:22]=2)=[O:26])=[O:35])=[N:37][N:38]([CH2:42][CH3:43])[CH:39]=1. (2) Given the reactants [CH:1]1([NH:6][C:7]2[C:12]([CH3:13])=[C:11]([CH3:14])[N:10]=[C:9]([NH:15][CH2:16][C:17]3[CH:22]=[CH:21][CH:20]=[CH:19][N:18]=3)[N:8]=2)[CH2:5][CH2:4][CH2:3][CH2:2]1.N[C:24]1C=CC(C)=C[CH:25]=1, predict the reaction product. The product is: [CH3:13][C:12]1[C:7]([NH:6][C:1]2[CH:5]=[CH:4][C:3]([CH3:2])=[CH:25][CH:24]=2)=[N:8][C:9]([NH:15][CH2:16][C:17]2[CH:22]=[CH:21][CH:20]=[CH:19][N:18]=2)=[N:10][C:11]=1[CH3:14].